This data is from Peptide-MHC class I binding affinity with 185,985 pairs from IEDB/IMGT. The task is: Regression. Given a peptide amino acid sequence and an MHC pseudo amino acid sequence, predict their binding affinity value. This is MHC class I binding data. (1) The peptide sequence is AENKKFKLH. The MHC is HLA-A30:01 with pseudo-sequence HLA-A30:01. The binding affinity (normalized) is 0.0847. (2) The peptide sequence is YTIDLNDAF. The MHC is HLA-B83:01 with pseudo-sequence HLA-B83:01. The binding affinity (normalized) is 0.213. (3) The peptide sequence is NPKLRNCRI. The MHC is HLA-B15:01 with pseudo-sequence HLA-B15:01. The binding affinity (normalized) is 0.0847.